From a dataset of Forward reaction prediction with 1.9M reactions from USPTO patents (1976-2016). Predict the product of the given reaction. (1) Given the reactants [CH2:1]([O:8][C:9]([N:11]1[CH2:20][CH2:19][C:18]2[N:17]=[C:16]([CH3:21])[C:15]([C:22](O)=[O:23])=[C:14]([C:25]3[CH:30]=[CH:29][C:28]([CH3:31])=[CH:27][CH:26]=3)[C:13]=2[CH2:12]1)=[O:10])[C:2]1[CH:7]=[CH:6][CH:5]=[CH:4][CH:3]=1.[C:32](Cl)(=[O:36])C(Cl)=O.CCN(C(C)C)C(C)C.[Br-].C(C[S+]1CCCC1)#N.OOS([O-])=O.[K+].[CH3:62][OH:63], predict the reaction product. The product is: [CH3:62][O:63][C:32](=[O:36])[C:22]([C:15]1[C:16]([CH3:21])=[N:17][C:18]2[CH2:19][CH2:20][N:11]([C:9]([O:8][CH2:1][C:2]3[CH:7]=[CH:6][CH:5]=[CH:4][CH:3]=3)=[O:10])[CH2:12][C:13]=2[C:14]=1[C:25]1[CH:26]=[CH:27][C:28]([CH3:31])=[CH:29][CH:30]=1)=[O:23]. (2) Given the reactants [OH:1][C:2]1[CH:3]=[C:4]([NH:44][S:45]([CH3:48])(=[O:47])=[O:46])[CH:5]=[C:6]([C:8]2[C:16]3[C:15]([NH:17][C@H:18]([C:20]4[N:25]([C:26]5[CH:31]=[CH:30][CH:29]=[CH:28][CH:27]=5)[C:24](=[O:32])[C:23]5=[CH:33][CH:34]=[CH:35][N:22]5[N:21]=4)[CH3:19])=[N:14][CH:13]=[N:12][C:11]=3[N:10](COCC[Si](C)(C)C)[CH:9]=2)[CH:7]=1.FC(F)(F)C(O)=O.N, predict the reaction product. The product is: [OH:1][C:2]1[CH:3]=[C:4]([NH:44][S:45]([CH3:48])(=[O:46])=[O:47])[CH:5]=[C:6]([C:8]2[C:16]3[C:15]([NH:17][C@H:18]([C:20]4[N:25]([C:26]5[CH:27]=[CH:28][CH:29]=[CH:30][CH:31]=5)[C:24](=[O:32])[C:23]5=[CH:33][CH:34]=[CH:35][N:22]5[N:21]=4)[CH3:19])=[N:14][CH:13]=[N:12][C:11]=3[NH:10][CH:9]=2)[CH:7]=1. (3) Given the reactants C(=O)([O-])[O-].[Cs+].[Cs+].Cl.[NH2:8][C@@H:9]([CH3:22])[C@@H:10]([C:12]1[CH:13]=[CH:14][C:15]2[CH2:20][O:19][CH2:18][O:17][C:16]=2[CH:21]=1)[OH:11].CN(C)CC(O)=O.I[C:31]1[CH:32]=[C:33]2[C:37](=[CH:38][CH:39]=1)[N:36]([C:40]1[CH:41]=[C:42]([CH:50]=[CH:51][CH:52]=1)[C:43]([O:45][CH2:46][CH:47]([CH3:49])[CH3:48])=[O:44])[N:35]=[CH:34]2, predict the reaction product. The product is: [NH2:8][C@@H:9]([CH3:22])[C@@H:10]([C:12]1[CH:13]=[CH:14][C:15]2[CH2:20][O:19][CH2:18][O:17][C:16]=2[CH:21]=1)[O:11][C:31]1[CH:32]=[C:33]2[C:37](=[CH:38][CH:39]=1)[N:36]([C:40]1[CH:41]=[C:42]([CH:50]=[CH:51][CH:52]=1)[C:43]([O:45][CH2:46][CH:47]([CH3:48])[CH3:49])=[O:44])[N:35]=[CH:34]2. (4) Given the reactants Cl.Cl[CH2:3][CH2:4][N:5]1[CH2:10][CH2:9][O:8][CH2:7][CH2:6]1.[NH2:11][C:12]1[C:13]([C:30]#[C:31][C:32]2[CH:33]=[C:34]([OH:38])[CH:35]=[CH:36][CH:37]=2)=[N:14][C:15]([C:18]2[CH:23]=[CH:22][C:21]([S:24]([CH:27]([CH3:29])[CH3:28])(=[O:26])=[O:25])=[CH:20][CH:19]=2)=[CH:16][N:17]=1.C([O-])([O-])=O.[K+].[K+], predict the reaction product. The product is: [CH:27]([S:24]([C:21]1[CH:20]=[CH:19][C:18]([C:15]2[N:14]=[C:13]([C:30]#[C:31][C:32]3[CH:37]=[CH:36][CH:35]=[C:34]([O:38][CH2:3][CH2:4][N:5]4[CH2:10][CH2:9][O:8][CH2:7][CH2:6]4)[CH:33]=3)[C:12]([NH2:11])=[N:17][CH:16]=2)=[CH:23][CH:22]=1)(=[O:25])=[O:26])([CH3:29])[CH3:28]. (5) The product is: [O:1]=[C:2]1[C:10]2[C:5](=[CH:6][C:7]([O:11][C:12]3[CH:19]=[CH:18][C:15]([C:16]([NH2:17])=[O:20])=[CH:14][CH:13]=3)=[CH:8][CH:9]=2)[CH2:4][CH2:3]1. Given the reactants [O:1]=[C:2]1[C:10]2[C:5](=[CH:6][C:7]([O:11][C:12]3[CH:19]=[CH:18][C:15]([C:16]#[N:17])=[CH:14][CH:13]=3)=[CH:8][CH:9]=2)[CH2:4][CH2:3]1.[OH-:20].[K+], predict the reaction product. (6) Given the reactants [Si:1]([O:8][C@H:9]([CH3:37])[C@@H:10]([NH:26][C:27]1[CH:32]=[CH:31][C:30]([C:33]#[N:34])=[C:29]([Cl:35])[C:28]=1[CH3:36])[C:11]([NH:13][NH:14][C:15](=[O:25])[C:16]1[CH:21]=[CH:20][C:19]([N+:22]([O-:24])=[O:23])=[CH:18][CH:17]=1)=O)([C:4]([CH3:7])([CH3:6])[CH3:5])([CH3:3])[CH3:2].C1C=CC(P(C2C=CC=CC=2)C2C=CC=CC=2)=CC=1.II.CCN(CC)CC, predict the reaction product. The product is: [Si:1]([O:8][C@H:9]([CH3:37])[C@@H:10]([NH:26][C:27]1[CH:32]=[CH:31][C:30]([C:33]#[N:34])=[C:29]([Cl:35])[C:28]=1[CH3:36])[C:11]1[O:25][C:15]([C:16]2[CH:17]=[CH:18][C:19]([N+:22]([O-:24])=[O:23])=[CH:20][CH:21]=2)=[N:14][N:13]=1)([C:4]([CH3:7])([CH3:5])[CH3:6])([CH3:3])[CH3:2].